Dataset: Reaction yield outcomes from USPTO patents with 853,638 reactions. Task: Predict the reaction yield, written as a fraction of the theoretical maximum amount of product (1.0 means a 100% yield; for example, 0.34 means a 34% yield). The yield is 0.800. The reactants are [F:1][C:2]([F:34])([F:33])[C:3]1[CH:8]=[CH:7][C:6](/[CH:9]=[CH:10]/[C:11]2[O:12][CH:13]=[C:14]([CH2:16][O:17][C:18]3[CH:23]=[CH:22][C:21]([CH2:24][CH2:25][CH2:26][CH2:27][N:28]4[CH:32]=[CH:31][N:30]=[N:29]4)=[CH:20][CH:19]=3)[N:15]=2)=[CH:5][CH:4]=1.O.[C:36]1([CH3:46])[CH:41]=[CH:40][C:39]([S:42]([OH:45])(=[O:44])=[O:43])=[CH:38][CH:37]=1. The catalyst is C(OCC)(=O)C.O1CCCC1. The product is [C:36]1([CH3:46])[CH:37]=[CH:38][C:39]([S:42]([OH:45])(=[O:43])=[O:44])=[CH:40][CH:41]=1.[F:34][C:2]([F:1])([F:33])[C:3]1[CH:4]=[CH:5][C:6](/[CH:9]=[CH:10]/[C:11]2[O:12][CH:13]=[C:14]([CH2:16][O:17][C:18]3[CH:23]=[CH:22][C:21]([CH2:24][CH2:25][CH2:26][CH2:27][N:28]4[CH:32]=[CH:31][N:30]=[N:29]4)=[CH:20][CH:19]=3)[N:15]=2)=[CH:7][CH:8]=1.